This data is from Full USPTO retrosynthesis dataset with 1.9M reactions from patents (1976-2016). The task is: Predict the reactants needed to synthesize the given product. (1) Given the product [Br:28][C:21]1[CH:20]=[C:19]2[C:24]([C:25]3[CH:26]=[CH:27][C:15]([Br:14])=[CH:16][C:17]=3[C:18](=[O:29])[O:2]2)=[CH:23][CH:22]=1, predict the reactants needed to synthesize it. The reactants are: C(OC(C(F)(F)F)=O)(C(F)(F)F)=[O:2].[Br:14][C:15]1[CH:27]=[CH:26][C:25]2[C:24]3[C:19](=[CH:20][C:21]([Br:28])=[CH:22][CH:23]=3)[C:18](=[O:29])[C:17]=2[CH:16]=1.OO.NC(N)=O. (2) Given the product [OH:5][CH2:4][C:3]([C:13]1[CH:17]=[C:16]([NH:18][C:19](=[O:32])[C:20]([CH3:31])([S:22]([CH:25]2[CH2:26][CH2:27][O:28][CH2:29][CH2:30]2)(=[O:24])=[O:23])[CH3:21])[O:15][N:14]=1)([CH3:12])[CH3:2], predict the reactants needed to synthesize it. The reactants are: Cl.[CH3:2][C:3]([C:13]1[CH:17]=[C:16]([NH:18][C:19](=[O:32])[C:20]([CH3:31])([S:22]([CH:25]2[CH2:30][CH2:29][O:28][CH2:27][CH2:26]2)(=[O:24])=[O:23])[CH3:21])[O:15][N:14]=1)([CH3:12])[CH2:4][O:5]C1CCCCO1.